This data is from Forward reaction prediction with 1.9M reactions from USPTO patents (1976-2016). The task is: Predict the product of the given reaction. (1) Given the reactants [CH3:1][C:2]1[CH:3]=[C:4]([CH3:19])[N:5]=[C:6]([NH:8][S:9]([C:12]2[CH:13]=[CH:14][C:15]([NH2:18])=[CH:16][CH:17]=2)(=[O:11])=[O:10])[N:7]=1.[CH2:20]([N:22]1[C:26]2[CH:27]=[CH:28][CH:29]=[CH:30][C:25]=2[N:24]=[C:23]1[CH2:31]Cl)[CH3:21].C(N(CC)CC)C.[I-].[Na+], predict the reaction product. The product is: [CH3:1][C:2]1[CH:3]=[C:4]([CH3:19])[N:5]=[C:6]([NH:8][S:9]([C:12]2[CH:17]=[CH:16][C:15]([NH:18][CH2:31][C:23]3[N:22]([CH2:20][CH3:21])[C:26]4[CH:27]=[CH:28][CH:29]=[CH:30][C:25]=4[N:24]=3)=[CH:14][CH:13]=2)(=[O:11])=[O:10])[N:7]=1. (2) Given the reactants [F:1][C:2]1[CH:7]=[CH:6][C:5]([S:8]([C:11]2[C:12]([CH:24]([CH3:26])[CH3:25])=[CH:13][C:14]([CH:21]([CH3:23])[CH3:22])=[C:15]([S:17](Cl)(=[O:19])=[O:18])[CH:16]=2)(=[O:10])=[O:9])=[CH:4][CH:3]=1.[O:27]1[CH2:32][CH2:31][CH:30]([NH2:33])[CH2:29][CH2:28]1, predict the reaction product. The product is: [F:1][C:2]1[CH:7]=[CH:6][C:5]([S:8]([C:11]2[C:12]([CH:24]([CH3:26])[CH3:25])=[CH:13][C:14]([CH:21]([CH3:23])[CH3:22])=[C:15]([S:17]([NH:33][CH:30]3[CH2:31][CH2:32][O:27][CH2:28][CH2:29]3)(=[O:19])=[O:18])[CH:16]=2)(=[O:10])=[O:9])=[CH:4][CH:3]=1. (3) Given the reactants [CH3:1][O:2][C:3]1[CH:4]=[CH:5][C:6]([CH3:9])=[N:7][CH:8]=1.ClC1C=C(C=CC=1)C(OO)=[O:15].CCOC(C)=O, predict the reaction product. The product is: [CH3:1][O:2][C:3]1[CH:4]=[CH:5][C:6]([CH3:9])=[N+:7]([O-:15])[CH:8]=1. (4) Given the reactants [Si:1]([O:8][CH2:9][C:10]1[N:11]([CH3:25])[C:12]2[C:17]([CH:18]=1)=[CH:16][C:15]1[C:19](=[O:24])[CH:20]=[CH:21][CH2:22][O:23][C:14]=1[CH:13]=2)([C:4]([CH3:7])([CH3:6])[CH3:5])([CH3:3])[CH3:2], predict the reaction product. The product is: [Si:1]([O:8][CH2:9][C:10]1[N:11]([CH3:25])[C:12]2[C:17]([CH:18]=1)=[CH:16][C:15]1[C:19](=[O:24])[CH2:20][CH2:21][CH2:22][O:23][C:14]=1[CH:13]=2)([C:4]([CH3:7])([CH3:5])[CH3:6])([CH3:3])[CH3:2]. (5) Given the reactants [CH2:1]([N:3]([CH2:18][CH3:19])[C:4]1[CH:5]=[C:6]2[C:10](=[CH:11][CH:12]=1)[NH:9][C:8]([C:13]([O:15]CC)=[O:14])=[CH:7]2)[CH3:2].[Li+].[OH-].Cl, predict the reaction product. The product is: [CH2:18]([N:3]([CH2:1][CH3:2])[C:4]1[CH:5]=[C:6]2[C:10](=[CH:11][CH:12]=1)[NH:9][C:8]([C:13]([OH:15])=[O:14])=[CH:7]2)[CH3:19]. (6) Given the reactants [CH2:1]([C:3]1[CH:8]=[CH:7][CH:6]=[C:5]([CH2:9][CH3:10])[C:4]=1[NH:11][C:12]([N:14]1[CH2:21][C:20]2[C:19]([C:22](O)=O)=[N:18][NH:17][C:16]=2[CH2:15]1)=[O:13])[CH3:2].O.OC1C2N=NNC=2C=CC=1.C(N(CC)CC)C.Cl.CN(C)CCCN=C=NCC.[NH2:55][C:56]1[CH:57]=[C:58]2[C:62](=[CH:63][C:64]=1[NH2:65])[N:61]([CH2:66][CH3:67])[C:60](=[O:68])[C:59]2([CH3:70])[CH3:69], predict the reaction product. The product is: [CH2:1]([C:3]1[CH:8]=[CH:7][CH:6]=[C:5]([CH2:9][CH3:10])[C:4]=1[NH:11][C:12]([N:14]1[CH2:21][C:20]2[C:19]([C:22]3[NH:65][C:64]4[C:56]([N:55]=3)=[CH:57][C:58]3[C:59]([CH3:69])([CH3:70])[C:60](=[O:68])[N:61]([CH2:66][CH3:67])[C:62]=3[CH:63]=4)=[N:18][NH:17][C:16]=2[CH2:15]1)=[O:13])[CH3:2]. (7) Given the reactants FC(F)(F)C(O)=O.[CH3:8][O:9][C:10](=[O:53])[CH2:11][C:12]1[CH:13]=[C:14]([C:19]2[CH:24]=[CH:23][C:22]([C:25]([C:30]3[CH:35]=[CH:34][C:33]([CH2:36][CH2:37][CH:38]([O:43][Si](C(C)(C)C)(C)C)[C:39]([CH3:42])([CH3:41])[CH3:40])=[C:32]([CH3:51])[CH:31]=3)([CH2:28][CH3:29])[CH2:26][CH3:27])=[CH:21][C:20]=2[CH3:52])[CH:15]=[C:16]([OH:18])[CH:17]=1, predict the reaction product. The product is: [CH3:8][O:9][C:10](=[O:53])[CH2:11][C:12]1[CH:13]=[C:14]([C:19]2[CH:24]=[CH:23][C:22]([C:25]([CH2:28][CH3:29])([C:30]3[CH:35]=[CH:34][C:33]([CH2:36][CH2:37][CH:38]([OH:43])[C:39]([CH3:41])([CH3:42])[CH3:40])=[C:32]([CH3:51])[CH:31]=3)[CH2:26][CH3:27])=[CH:21][C:20]=2[CH3:52])[CH:15]=[C:16]([OH:18])[CH:17]=1.